Dataset: Full USPTO retrosynthesis dataset with 1.9M reactions from patents (1976-2016). Task: Predict the reactants needed to synthesize the given product. (1) Given the product [O:11]=[C:10]([NH:12][CH2:13][C:14]1[C:15]([C:24]2[CH:25]=[C:26]([CH3:30])[CH:27]=[CH:28][CH:29]=2)=[N:16][C:17]([C:20]([F:23])([F:21])[F:22])=[CH:18][CH:19]=1)[CH:9]([C:6]1[CH:5]=[CH:4][C:3]([CH2:2][NH:1][S:40]([NH:39][C:37](=[O:38])[O:36][C:32]([CH3:34])([CH3:33])[CH3:35])(=[O:41])=[O:42])=[CH:8][CH:7]=1)[CH3:31], predict the reactants needed to synthesize it. The reactants are: [NH2:1][CH2:2][C:3]1[CH:8]=[CH:7][C:6]([CH:9]([CH3:31])[C:10]([NH:12][CH2:13][C:14]2[C:15]([C:24]3[CH:25]=[C:26]([CH3:30])[CH:27]=[CH:28][CH:29]=3)=[N:16][C:17]([C:20]([F:23])([F:22])[F:21])=[CH:18][CH:19]=2)=[O:11])=[CH:5][CH:4]=1.[C:32]([O:36][C:37]([NH:39][S:40](N1C=CC(=[N+](C)C)C=C1)(=[O:42])=[O:41])=[O:38])([CH3:35])([CH3:34])[CH3:33].C(N(CC)CC)C. (2) Given the product [CH3:1][O:2][C:3]1[C:13]2=[C:14]3[C:6]([CH:7]=[CH:8][CH:9]=[C:10]3[CH2:11][CH:12]2[N:32]2[CH2:33][CH2:34][CH:29]([N:22]3[C:23]4[C:28](=[CH:27][CH:26]=[CH:25][CH:24]=4)[CH:20]([CH2:19][C:18]([NH:17][CH3:16])=[O:36])[C:21]3=[O:35])[CH2:30][CH2:31]2)=[CH:5][CH:4]=1, predict the reactants needed to synthesize it. The reactants are: [CH3:1][O:2][C:3]1[C:13]2=[C:14]3[C:6]([CH:7]=[CH:8][CH:9]=[C:10]3[CH2:11][C:12]2=O)=[CH:5][CH:4]=1.[CH3:16][NH:17][C:18](=[O:36])[CH2:19][CH:20]1[C:28]2[C:23](=[CH:24][CH:25]=[CH:26][CH:27]=2)[N:22]([CH:29]2[CH2:34][CH2:33][NH:32][CH2:31][CH2:30]2)[C:21]1=[O:35].C([BH3-])#N.[Na+]. (3) Given the product [N+:1]([C:4]1[CH:13]=[C:12]2[C:7]([CH2:8][C@@H:9]([C:21]([NH:22][C@H:23]3[C:32]4[C:27](=[CH:28][CH:29]=[CH:30][CH:31]=4)[CH2:26][CH2:25][CH2:24]3)=[O:33])[NH:10][CH2:11]2)=[CH:6][CH:5]=1)([O-:3])=[O:2], predict the reactants needed to synthesize it. The reactants are: [N+:1]([C:4]1[CH:13]=[C:12]2[C:7]([CH2:8][C@@H:9]([C:21](=[O:33])[NH:22][C@H:23]3[C:32]4[C:27](=[CH:28][CH:29]=[CH:30][CH:31]=4)[CH2:26][CH2:25][CH2:24]3)[N:10](C(OC(C)(C)C)=O)[CH2:11]2)=[CH:6][CH:5]=1)([O-:3])=[O:2].C(O)(C(F)(F)F)=O. (4) The reactants are: [N+:1]([C:4]1[CH:5]=[N:6][NH:7][CH:8]=1)([O-:3])=[O:2].[C:9]([O:13][C:14](=[O:19])[NH:15][CH2:16][CH2:17]Br)([CH3:12])([CH3:11])[CH3:10].C(=O)([O-])[O-].[Cs+].[Cs+].O. Given the product [C:9]([O:13][C:14](=[O:19])[NH:15][CH2:16][CH2:17][N:6]1[CH:5]=[C:4]([N+:1]([O-:3])=[O:2])[CH:8]=[N:7]1)([CH3:12])([CH3:11])[CH3:10], predict the reactants needed to synthesize it.